From a dataset of Forward reaction prediction with 1.9M reactions from USPTO patents (1976-2016). Predict the product of the given reaction. (1) Given the reactants [CH3:1][C:2]1[S:3][C:4]([C:10]2[CH:15]=[CH:14][CH:13]=[CH:12][CH:11]=2)=[C:5]([C:7]([OH:9])=O)[N:6]=1.CCN(C(C)C)C(C)C.CN(C(ON1N=NC2C=CC=CC1=2)=[N+](C)C)C.[B-](F)(F)(F)F.[NH:47]1[CH2:52][CH2:51][CH2:50][CH2:49][C@H:48]1[CH2:53][C:54]1[N:55]=[C:56]2[CH:61]=[CH:60][CH:59]=[C:58]([C:62]([F:65])([F:64])[F:63])[N:57]2[CH:66]=1, predict the reaction product. The product is: [CH3:1][C:2]1[S:3][C:4]([C:10]2[CH:15]=[CH:14][CH:13]=[CH:12][CH:11]=2)=[C:5]([C:7]([N:47]2[CH2:52][CH2:51][CH2:50][CH2:49][C@H:48]2[CH2:53][C:54]2[N:55]=[C:56]3[CH:61]=[CH:60][CH:59]=[C:58]([C:62]([F:63])([F:64])[F:65])[N:57]3[CH:66]=2)=[O:9])[N:6]=1. (2) Given the reactants [Cl:1][C:2]1[CH:3]=[C:4]([C:8](=[O:14])[CH2:9][CH2:10][CH2:11][CH2:12][OH:13])[CH:5]=[CH:6][CH:7]=1.N1C=CN=C1.[CH3:20][C:21]([Si:24](Cl)([CH3:26])[CH3:25])([CH3:23])[CH3:22], predict the reaction product. The product is: [Si:24]([O:13][CH2:12][CH2:11][CH2:10][CH2:9][C:8]([C:4]1[CH:5]=[CH:6][CH:7]=[C:2]([Cl:1])[CH:3]=1)=[O:14])([C:21]([CH3:23])([CH3:22])[CH3:20])([CH3:26])[CH3:25]. (3) Given the reactants C([O-])([O-])=O.[Cs+].[Cs+].S([N:17]1[C:25]2[C:20](=[C:21]([CH2:26][N:27]3[C:32]4([CH2:37][CH2:36][NH:35][CH2:34][CH2:33]4)[CH2:31][CH2:30][CH2:29][C:28]3=[O:38])[CH:22]=[CH:23][CH:24]=2)[CH:19]=[CH:18]1)(C1C=CC(C)=CC=1)(=O)=O, predict the reaction product. The product is: [NH:17]1[C:25]2[C:20](=[C:21]([CH2:26][N:27]3[C:32]4([CH2:37][CH2:36][NH:35][CH2:34][CH2:33]4)[CH2:31][CH2:30][CH2:29][C:28]3=[O:38])[CH:22]=[CH:23][CH:24]=2)[CH:19]=[CH:18]1. (4) Given the reactants [NH:1]1[C:8]2[CH:9]=[CH:10][CH:11]=[CH:12][C:7]=2[CH2:6][CH2:5][CH2:4][CH2:3][C:2]1=[O:13].[Br:14]Br.[OH-].[NH4+], predict the reaction product. The product is: [Br:14][C:11]1[CH:10]=[CH:9][C:8]2[NH:1][C:2](=[O:13])[CH2:3][CH2:4][CH2:5][CH2:6][C:7]=2[CH:12]=1. (5) Given the reactants [NH2:1][C@H:2]([CH2:22][C:23]1[CH:28]=[CH:27][C:26]([Cl:29])=[CH:25][CH:24]=1)[C:3]([N:5]1[CH2:10][CH2:9][CH:8]([C:11]2[CH:16]=[CH:15][CH:14]=[CH:13][C:12]=2[NH:17][S:18]([CH3:21])(=[O:20])=[O:19])[CH2:7][CH2:6]1)=[O:4].CCN(C(C)C)C(C)C.[C:39]([N:46]1[CH2:51][CH2:50][CH:49]([CH2:52][C:53](O)=[O:54])[CH2:48][CH2:47]1)([O:41][C:42]([CH3:45])([CH3:44])[CH3:43])=[O:40].C1C=NC2N(O)N=NC=2C=1.C(Cl)CCl, predict the reaction product. The product is: [Cl:29][C:26]1[CH:25]=[CH:24][C:23]([CH2:22][C@@H:2]([NH:1][C:53]([CH2:52][CH:49]2[CH2:48][CH2:47][N:46]([C:39]([O:41][C:42]([CH3:45])([CH3:44])[CH3:43])=[O:40])[CH2:51][CH2:50]2)=[O:54])[C:3]([N:5]2[CH2:10][CH2:9][CH:8]([C:11]3[CH:16]=[CH:15][CH:14]=[CH:13][C:12]=3[NH:17][S:18]([CH3:21])(=[O:19])=[O:20])[CH2:7][CH2:6]2)=[O:4])=[CH:28][CH:27]=1. (6) Given the reactants [C:1]([NH:4][CH:5]([C:11]([O:13]CC)=O)[C:6]([O:8]CC)=O)(=[O:3])[CH3:2].Cl.[C:17]([NH2:20])(=[NH:19])[CH3:18].C[O-].[Na+], predict the reaction product. The product is: [OH:8][C:6]1[C:5]([NH:4][C:1](=[O:3])[CH3:2])=[C:11]([OH:13])[N:20]=[C:17]([CH3:18])[N:19]=1.